Dataset: Catalyst prediction with 721,799 reactions and 888 catalyst types from USPTO. Task: Predict which catalyst facilitates the given reaction. (1) Reactant: [F:1][C@H:2]1[CH2:6][N:5]([S:7]([C:10]2[CH:15]=[CH:14][C:13]([F:16])=[CH:12][CH:11]=2)(=[O:9])=[O:8])[C@H:4]([C:17]([NH:19][CH2:20][C:21]2[CH:26]=[CH:25][N:24]=[C:23]([C:27]3[C:28](F)=[N:29][C:30]([C:33]([F:36])([F:35])[F:34])=[CH:31][CH:32]=3)[CH:22]=2)=[O:18])[CH2:3]1.[CH3:38][NH2:39].O1CCCC1. Product: [F:1][C@H:2]1[CH2:6][N:5]([S:7]([C:10]2[CH:11]=[CH:12][C:13]([F:16])=[CH:14][CH:15]=2)(=[O:8])=[O:9])[C@H:4]([C:17]([NH:19][CH2:20][C:21]2[CH:26]=[CH:25][N:24]=[C:23]([C:27]3[C:28]([NH:39][CH3:38])=[N:29][C:30]([C:33]([F:35])([F:34])[F:36])=[CH:31][CH:32]=3)[CH:22]=2)=[O:18])[CH2:3]1. The catalyst class is: 16. (2) Reactant: [CH2:1]([Li])CCC.[CH:6]([CH:8]1[CH2:10][CH:9]1[C:11]1[C:19]2[C:14](=[CH:15][CH:16]=[C:17]([C:20]#[N:21])[CH:18]=2)[N:13]([S:22]([C:25]2[CH:30]=[CH:29][C:28]([CH3:31])=[CH:27][CH:26]=2)(=[O:24])=[O:23])[CH:12]=1)=O. Product: [C:28]1([CH3:31])[CH:27]=[CH:26][C:25]([S:22]([N:13]2[C:14]3[C:19](=[CH:18][C:17]([C:20]#[N:21])=[CH:16][CH:15]=3)[C:11]([CH:9]3[CH2:10][CH:8]3[CH:6]=[CH2:1])=[CH:12]2)(=[O:23])=[O:24])=[CH:30][CH:29]=1. The catalyst class is: 307. (3) Reactant: [CH3:1][C:2]1[C:7]([N:8]2[C:17](=[O:18])[C:16]3[C:11](=[CH:12][CH:13]=[CH:14][CH:15]=3)[N:10]=[CH:9]2)=[CH:6][CH:5]=[CH:4][C:3]=1[C:19]1[CH:27]=[CH:26][C:25]([C:28]([NH2:30])=[O:29])=[C:24]2[C:20]=1[C:21]1[CH2:34][N:33](C(C3C=CC=CC=3)(C3C=CC=CC=3)C3C=CC=CC=3)[CH2:32][CH2:31][C:22]=1[NH:23]2.CCOC(C)=O.Cl. Product: [CH3:1][C:2]1[C:7]([N:8]2[C:17](=[O:18])[C:16]3[C:11](=[CH:12][CH:13]=[CH:14][CH:15]=3)[N:10]=[CH:9]2)=[CH:6][CH:5]=[CH:4][C:3]=1[C:19]1[CH:27]=[CH:26][C:25]([C:28]([NH2:30])=[O:29])=[C:24]2[C:20]=1[C:21]1[CH2:34][NH:33][CH2:32][CH2:31][C:22]=1[NH:23]2. The catalyst class is: 5. (4) Reactant: [CH2:1]([O:3][C:4]1[CH:9]=[CH:8][C:7]([OH:10])=[C:6]([F:11])[C:5]=1[F:12])[CH3:2].P([O-])([O-])([O-])=O.[K+].[K+].[K+].Cl[CH2:22][C:23]1[CH:28]=[CH:27][C:26]([C:29]2[CH:34]=[CH:33][C:32]([O:35][CH2:36][CH3:37])=[C:31]([F:38])[C:30]=2[F:39])=[CH:25][CH:24]=1. Product: [CH2:36]([O:35][C:32]1[CH:33]=[CH:34][C:29]([C:26]2[CH:27]=[CH:28][C:23]([CH2:22][O:10][C:7]3[CH:8]=[CH:9][C:4]([O:3][CH2:1][CH3:2])=[C:5]([F:12])[C:6]=3[F:11])=[CH:24][CH:25]=2)=[C:30]([F:39])[C:31]=1[F:38])[CH3:37]. The catalyst class is: 3. (5) Reactant: [F:1][C:2]([F:41])([F:40])[C:3]1[CH:4]=[C:5]([C@H:13]([O:15][C@H:16]2[CH2:24][N:23]3[C@@H:18]([CH2:19][CH:20]([N:26]4[CH2:31][CH2:30][C:29](=[O:32])[CH2:28][CH2:27]4)[CH2:21][C:22]3=[O:25])[C@@H:17]2[C:33]2[CH:38]=[CH:37][C:36]([F:39])=[CH:35][CH:34]=2)[CH3:14])[CH:6]=[C:7]([C:9]([F:12])([F:11])[F:10])[CH:8]=1.[BH4-].[Na+]. Product: [F:41][C:2]([F:1])([F:40])[C:3]1[CH:4]=[C:5]([C@H:13]([O:15][C@H:16]2[CH2:24][N:23]3[C@@H:18]([CH2:19][CH:20]([N:26]4[CH2:27][CH2:28][CH:29]([OH:32])[CH2:30][CH2:31]4)[CH2:21][C:22]3=[O:25])[C@@H:17]2[C:33]2[CH:38]=[CH:37][C:36]([F:39])=[CH:35][CH:34]=2)[CH3:14])[CH:6]=[C:7]([C:9]([F:11])([F:12])[F:10])[CH:8]=1. The catalyst class is: 5. (6) Reactant: [F:1][C:2]1[CH:3]=[C:4]([CH:6]=[CH:7][C:8]=1[O:9][C:10]1[C:11]2[N:18]([CH3:19])[CH:17]=[CH:16][C:12]=2[N:13]=[CH:14][N:15]=1)[NH2:5].C(N(CC)CC)C.[F:27][C:28]([F:39])([F:38])[C:29]1[CH:30]=[C:31]([N:35]=[C:36]=[O:37])[CH:32]=[CH:33][CH:34]=1. Product: [F:1][C:2]1[CH:3]=[C:4]([NH:5][C:36]([NH:35][C:31]2[CH:32]=[CH:33][CH:34]=[C:29]([C:28]([F:27])([F:38])[F:39])[CH:30]=2)=[O:37])[CH:6]=[CH:7][C:8]=1[O:9][C:10]1[C:11]2[N:18]([CH3:19])[CH:17]=[CH:16][C:12]=2[N:13]=[CH:14][N:15]=1. The catalyst class is: 7. (7) Reactant: [CH3:1][C:2]1[C:3]([CH2:14][S:15]([C:17]2[N:21]([CH2:22][OH:23])[C:20]3[CH:24]=[CH:25][CH:26]=[CH:27][C:19]=3[N:18]=2)=[O:16])=[N:4][CH:5]=[CH:6][C:7]=1[O:8][CH2:9][C:10]([F:13])([F:12])[F:11].C(N(CC)CC)C.[C:35]1([CH2:41][C:42](Cl)=[O:43])[CH:40]=[CH:39][CH:38]=[CH:37][CH:36]=1.C(OCC)(=O)C. Product: [C:35]1([CH2:41][C:42]([O:23][CH2:22][N:21]2[C:20]3[CH:24]=[CH:25][CH:26]=[CH:27][C:19]=3[N:18]=[C:17]2[S:15]([CH2:14][C:3]2[C:2]([CH3:1])=[C:7]([O:8][CH2:9][C:10]([F:12])([F:11])[F:13])[CH:6]=[CH:5][N:4]=2)=[O:16])=[O:43])[CH:40]=[CH:39][CH:38]=[CH:37][CH:36]=1. The catalyst class is: 7. (8) Reactant: [C:1]([O:5][C:6](=[O:18])[N:7]([C:9]1[CH:14]=[C:13]([O:15][CH3:16])[CH:12]=[CH:11][C:10]=1[NH2:17])[CH3:8])([CH3:4])([CH3:3])[CH3:2].[O:19]=[C:20]1[NH:24][C:23](=[O:25])[CH:22]([CH2:26][C:27]2[CH:37]=[CH:36][C:30]([O:31][CH2:32][C:33](O)=[O:34])=[CH:29][CH:28]=2)[S:21]1.C(N(CC)CC)C.C(=O)([O-])O.[Na+]. Product: [C:1]([O:5][C:6](=[O:18])[N:7]([C:9]1[CH:14]=[C:13]([O:15][CH3:16])[CH:12]=[CH:11][C:10]=1[NH:17][C:33](=[O:34])[CH2:32][O:31][C:30]1[CH:29]=[CH:28][C:27]([CH2:26][CH:22]2[S:21][C:20](=[O:19])[NH:24][C:23]2=[O:25])=[CH:37][CH:36]=1)[CH3:8])([CH3:4])([CH3:2])[CH3:3]. The catalyst class is: 124. (9) Reactant: Cl.[NH2:2][CH2:3][C:4]1[CH:11]=[CH:10][C:7]([C:8]#[N:9])=[CH:6][CH:5]=1.CCN([CH:18]([CH3:20])[CH3:19])C(C)C.C1N=CN([C:26]([N:28]2[CH:32]=N[CH:30]=[CH:29]2)=[O:27])C=1.C(N1CCCCC1)[C:34]1[CH:39]=[CH:38][CH:37]=[CH:36][CH:35]=1. Product: [CH2:20]([CH:18]1[CH2:30][CH2:29][N:28]([C:26]([NH:9][CH2:8][C:7]2[CH:10]=[CH:11][C:4]([C:3]#[N:2])=[CH:5][CH:6]=2)=[O:27])[CH2:32][CH2:19]1)[C:34]1[CH:39]=[CH:38][CH:37]=[CH:36][CH:35]=1. The catalyst class is: 3.